Dataset: Forward reaction prediction with 1.9M reactions from USPTO patents (1976-2016). Task: Predict the product of the given reaction. (1) Given the reactants [N:1]1[CH:6]=[C:5]([C:7]2[CH:34]=[CH:33][C:10]3[N:11]=[C:12]([C@@H:14]4[CH2:17][C@H:16]([N:18]5[CH2:25][C@@H:24]6[C@@H:20]([N:21](C(OC(C)(C)C)=O)[CH2:22][CH2:23]6)[CH2:19]5)[CH2:15]4)[S:13][C:9]=3[CH:8]=2)[CH:4]=[N:3][CH:2]=1.C(O)(C(F)(F)F)=O, predict the reaction product. The product is: [NH:21]1[CH2:22][CH2:23][C@@H:24]2[CH2:25][N:18]([C@@H:16]3[CH2:17][C@H:14]([C:12]4[S:13][C:9]5[CH:8]=[C:7]([C:5]6[CH:4]=[N:3][CH:2]=[N:1][CH:6]=6)[CH:34]=[CH:33][C:10]=5[N:11]=4)[CH2:15]3)[CH2:19][C@H:20]12. (2) Given the reactants [CH2:1]([O:3][C:4]([C:6]1[NH:7][C:8]2[C:13]([CH:14]=1)=[CH:12][CH:11]=[CH:10][CH:9]=2)=[O:5])[CH3:2].[Br:15]N1C(=O)CCC1=O.O, predict the reaction product. The product is: [Br:15][C:14]1[C:13]2[C:8](=[CH:9][CH:10]=[CH:11][CH:12]=2)[NH:7][C:6]=1[C:4]([O:3][CH2:1][CH3:2])=[O:5]. (3) Given the reactants [F:1][C:2]1[CH:7]=[CH:6][C:5](B(O)O)=[CH:4][CH:3]=1.O.O.O.O.O.O.O.O.[OH-].[Ba+2].[OH-].ClCCl.[Cl:25][C:26]1[N:30]2[N:31]=[C:32](Cl)[CH:33]=[CH:34][C:29]2=[N:28][N:27]=1, predict the reaction product. The product is: [Cl:25][C:26]1[N:30]2[N:31]=[C:32]([C:5]3[CH:6]=[CH:7][C:2]([F:1])=[CH:3][CH:4]=3)[CH:33]=[CH:34][C:29]2=[N:28][N:27]=1.